The task is: Predict the reactants needed to synthesize the given product.. This data is from Full USPTO retrosynthesis dataset with 1.9M reactions from patents (1976-2016). (1) Given the product [C:29]([C:33]1[CH:41]=[C:40]2[C:36]([CH:37]=[C:38]([CH3:46])[CH:39]2[Si:42]([CH:16]2[C:15]3[C:19](=[C:11]([C:8]4[CH:9]=[CH:10][C:5]([C:1]([CH3:4])([CH3:2])[CH3:3])=[CH:6][CH:7]=4)[CH:12]=[CH:13][CH:14]=3)[CH:18]=[C:17]2[CH3:20])([CH3:44])[CH3:43])=[C:35]([C:47]2[CH:48]=[C:49]([C:57]([CH3:60])([CH3:59])[CH3:58])[CH:50]=[C:51]([C:53]([CH3:56])([CH3:55])[CH3:54])[CH:52]=2)[C:34]=1[O:61][CH3:62])([CH3:31])([CH3:30])[CH3:32], predict the reactants needed to synthesize it. The reactants are: [C:1]([C:5]1[CH:10]=[CH:9][C:8]([C:11]2[CH:12]=[CH:13][CH:14]=[C:15]3[C:19]=2[CH2:18][C:17]([CH3:20])=[CH:16]3)=[CH:7][CH:6]=1)([CH3:4])([CH3:3])[CH3:2].[Li]CCCC.C([Cu])#N.[C:29]([C:33]1[CH:41]=[C:40]2[C:36]([CH:37]=[C:38]([CH3:46])[CH:39]2[Si:42](Cl)([CH3:44])[CH3:43])=[C:35]([C:47]2[CH:52]=[C:51]([C:53]([CH3:56])([CH3:55])[CH3:54])[CH:50]=[C:49]([C:57]([CH3:60])([CH3:59])[CH3:58])[CH:48]=2)[C:34]=1[O:61][CH3:62])([CH3:32])([CH3:31])[CH3:30]. (2) Given the product [S:1]1[CH2:6][CH2:5][CH:4]=[C:3]([C:7]([NH2:12])=[O:9])[CH2:2]1, predict the reactants needed to synthesize it. The reactants are: [S:1]1[CH2:6][CH2:5][CH:4]=[C:3]([C:7]([OH:9])=O)[CH2:2]1.CC[N:12](C(C)C)C(C)C.CN(C(ON1N=NC2C=CC=CC1=2)=[N+](C)C)C.[B-](F)(F)(F)F.C[Si](N[Si](C)(C)C)(C)C.Cl.